Dataset: Forward reaction prediction with 1.9M reactions from USPTO patents (1976-2016). Task: Predict the product of the given reaction. Given the reactants [CH3:1][C:2]1[CH:14]=[C:13]([C:15](=[N:23][O:24][CH2:25][C:26]2[CH:31]=[CH:30][C:29]([C:32]([F:35])([F:34])[F:33])=[CH:28][CH:27]=2)[CH2:16][C:17]2[CH:22]=[CH:21][CH:20]=[CH:19][CH:18]=2)[CH:12]=[CH:11][C:3]=1[O:4][CH2:5][C:6]([O:8]CC)=[O:7].[OH-].[Li+], predict the reaction product. The product is: [CH3:1][C:2]1[CH:14]=[C:13]([C:15](=[N:23][O:24][CH2:25][C:26]2[CH:27]=[CH:28][C:29]([C:32]([F:33])([F:34])[F:35])=[CH:30][CH:31]=2)[CH2:16][C:17]2[CH:22]=[CH:21][CH:20]=[CH:19][CH:18]=2)[CH:12]=[CH:11][C:3]=1[O:4][CH2:5][C:6]([OH:8])=[O:7].